From a dataset of Forward reaction prediction with 1.9M reactions from USPTO patents (1976-2016). Predict the product of the given reaction. (1) Given the reactants [CH2:1]([N:4]([CH2:23][CH2:24][CH3:25])[CH2:5][CH2:6][CH2:7][CH2:8][N:9]1[CH2:18][CH2:17][C:16]2[C:11](=[CH:12][CH:13]=[C:14]([C:19](OC)=[O:20])[CH:15]=2)[CH2:10]1)[CH2:2][CH3:3].[H-].[Al+3].[Li+].[H-].[H-].[H-].O.O.O.O.O.O.O.O.O.O.S([O-])([O-])(=O)=O.[Na+].[Na+].C(OCC)C, predict the reaction product. The product is: [CH2:23]([N:4]([CH2:1][CH2:2][CH3:3])[CH2:5][CH2:6][CH2:7][CH2:8][N:9]1[CH2:18][CH2:17][C:16]2[C:11](=[CH:12][CH:13]=[C:14]([CH2:19][OH:20])[CH:15]=2)[CH2:10]1)[CH2:24][CH3:25]. (2) Given the reactants [F:1][C:2]([F:15])([C:5]1[CH:10]=[CH:9][C:8]([C:11]([F:14])([F:13])[F:12])=[CH:7][N:6]=1)[CH2:3][OH:4].CCN(C(C)C)C(C)C.[O:25](S(C(F)(F)F)(=O)=O)[S:26]([C:29]([F:32])([F:31])[F:30])(=O)=[O:27], predict the reaction product. The product is: [F:30][C:29]([F:32])([F:31])[S:26]([O:4][CH2:3][C:2]([F:1])([F:15])[C:5]1[CH:10]=[CH:9][C:8]([C:11]([F:12])([F:13])[F:14])=[CH:7][N:6]=1)(=[O:27])=[O:25]. (3) Given the reactants [O:1]=[P:2]([Cl:5])(Cl)[Cl:3].C(=O)=O.CC(C)=O.[C:13]1([OH:19])[CH:18]=[CH:17][CH:16]=[CH:15][CH:14]=1.CCN(CC)CC, predict the reaction product. The product is: [P:2]([Cl:5])([Cl:3])(=[O:1])[O:19][C:13]1[CH:18]=[CH:17][CH:16]=[CH:15][CH:14]=1. (4) Given the reactants [OH:1][N:2]=[C:3]1[C:15]2[CH:14]=[CH:13][C:12]([O:16][CH3:17])=[CH:11][C:10]=2[C:9]2[C:4]1=[CH:5][CH:6]=[C:7]([O:18][CH3:19])[CH:8]=2.C(N(CC)CC)C.[C:27]1([CH3:37])[CH:32]=[CH:31][C:30]([S:33](Cl)(=[O:35])=[O:34])=[CH:29][CH:28]=1, predict the reaction product. The product is: [CH3:37][C:27]1[CH:32]=[CH:31][C:30]([S:33]([O:1][N:2]=[C:3]2[C:4]3[CH:5]=[CH:6][C:7]([O:18][CH3:19])=[CH:8][C:9]=3[C:10]3[C:15]2=[CH:14][CH:13]=[C:12]([O:16][CH3:17])[CH:11]=3)(=[O:35])=[O:34])=[CH:29][CH:28]=1. (5) Given the reactants [C:1]1([NH:7][C:8]([O:10][CH2:11][C:12]2([CH2:24][O:25][C:26](=[O:34])[NH:27][C:28]3[CH:33]=[CH:32][CH:31]=[CH:30][CH:29]=3)[C:21](=[O:22])[C:20]3[C:15](=[CH:16][CH:17]=[CH:18][C:19]=3[CH3:23])[S:14][CH2:13]2)=[O:9])[CH:6]=[CH:5][CH:4]=[CH:3][CH:2]=1.I([O-])(=O)(=O)=[O:36].[Na+], predict the reaction product. The product is: [C:28]1([NH:27][C:26]([O:25][CH2:24][C:12]2([CH2:11][O:10][C:8](=[O:9])[NH:7][C:1]3[CH:2]=[CH:3][CH:4]=[CH:5][CH:6]=3)[C:21](=[O:22])[C:20]3[C:15](=[CH:16][CH:17]=[CH:18][C:19]=3[CH3:23])[S:14](=[O:36])[CH2:13]2)=[O:34])[CH:33]=[CH:32][CH:31]=[CH:30][CH:29]=1. (6) The product is: [C:1]([O:5][C:6]([N:8]([CH2:38][C:39]1[C:40]([Cl:46])=[CH:41][CH:42]=[CH:43][C:44]=1[Cl:45])[C:9]1[C:10]([N:23]([C:31]([O:33][C:34]([CH3:35])([CH3:36])[CH3:37])=[O:32])[C:24]([O:26][C:27]([CH3:28])([CH3:29])[CH3:30])=[O:25])=[N:11][CH:12]=[C:13]([C:15]2[CH:16]=[N:17][N:18]([CH2:20][CH:21]=[O:22])[CH:19]=2)[N:14]=1)=[O:7])([CH3:2])([CH3:3])[CH3:4]. Given the reactants [C:1]([O:5][C:6]([N:8]([CH2:38][C:39]1[C:44]([Cl:45])=[CH:43][CH:42]=[CH:41][C:40]=1[Cl:46])[C:9]1[C:10]([N:23]([C:31]([O:33][C:34]([CH3:37])([CH3:36])[CH3:35])=[O:32])[C:24]([O:26][C:27]([CH3:30])([CH3:29])[CH3:28])=[O:25])=[N:11][CH:12]=[C:13]([C:15]2[CH:16]=[N:17][N:18]([CH2:20][CH2:21][OH:22])[CH:19]=2)[N:14]=1)=[O:7])([CH3:4])([CH3:3])[CH3:2].CC(OI1(OC(C)=O)(OC(C)=O)OC(=O)C2C=CC=CC1=2)=O.C([O-])(O)=O.[Na+].S([O-])([O-])(=O)=S.[Na+].[Na+], predict the reaction product. (7) Given the reactants [Li+].[CH3:2][Si:3]([N-][Si:3]([CH3:5])([CH3:4])[CH3:2])([CH3:5])[CH3:4].[F:11][C:12]1[CH:13]=[CH:14][C:15]([CH3:21])=[C:16]([C:19]=1[F:20])[CH:17]=O.C[Si](Cl)(C)C.[CH2:27]([N:29](CC)CC)[CH3:28].C(Cl)(=[O:36])C, predict the reaction product. The product is: [F:11][C:12]1[CH:13]=[CH:14][C:15]([CH3:21])=[C:16]([CH:17]=[N:29][C:27]([O:36][Si:3]([CH3:5])([CH3:4])[CH3:2])=[CH2:28])[C:19]=1[F:20]. (8) Given the reactants [N+:1]([C:4]1[NH:8][CH:7]=[N:6][C:5]=1/[CH:9]=[CH:10]/[C:11]1[CH:18]=[CH:17][C:14]([C:15]#[N:16])=[CH:13][CH:12]=1)([O-])=O, predict the reaction product. The product is: [NH2:1][C:4]1[NH:8][CH:7]=[N:6][C:5]=1/[CH:9]=[CH:10]/[C:11]1[CH:18]=[CH:17][C:14]([C:15]#[N:16])=[CH:13][CH:12]=1. (9) Given the reactants [Cl:1][C:2]1[CH:10]=[CH:9][CH:8]=[C:7]([Cl:11])[C:3]=1[C:4]([OH:6])=O.[CH:12]1([CH2:15][CH:16]([N:19]2[CH:24]=[CH:23][C:22]([C:25]([F:28])([F:27])[F:26])=[N:21][CH2:20]2)[CH2:17][NH2:18])[CH2:14][CH2:13]1, predict the reaction product. The product is: [Cl:11][C:7]1[CH:8]=[CH:9][CH:10]=[C:2]([Cl:1])[C:3]=1[C:4]([NH:18][CH2:17][CH:16]([N:19]1[CH:24]=[CH:23][C:22]([C:25]([F:28])([F:27])[F:26])=[N:21][CH2:20]1)[CH2:15][CH:12]1[CH2:14][CH2:13]1)=[O:6]. (10) Given the reactants CC[O-].[Na+].Cl.[NH2:6][C:7]([NH2:9])=[NH:8].CN(C)/[CH:12]=[CH:13]/[C:14]([C:16]1[S:20][C:19]2[CH:21]=[CH:22][C:23]([O:25][C:26]3[CH:31]=[CH:30][CH:29]=[CH:28][CH:27]=3)=[CH:24][C:18]=2[C:17]=1[CH3:32])=O, predict the reaction product. The product is: [CH3:32][C:17]1[C:18]2[CH:24]=[C:23]([O:25][C:26]3[CH:31]=[CH:30][CH:29]=[CH:28][CH:27]=3)[CH:22]=[CH:21][C:19]=2[S:20][C:16]=1[C:14]1[CH:13]=[CH:12][N:6]=[C:7]([NH2:9])[N:8]=1.